From a dataset of Full USPTO retrosynthesis dataset with 1.9M reactions from patents (1976-2016). Predict the reactants needed to synthesize the given product. Given the product [CH3:6][O:7][C:8]1[CH:23]=[C:22]([O:24][CH3:25])[CH:21]=[CH:20][C:9]=1[CH2:10][N:11]1[C:15](=[O:16])[CH2:14][CH:13]([C:17]([N:28]([O:27][CH3:26])[CH3:29])=[O:19])[CH2:12]1, predict the reactants needed to synthesize it. The reactants are: C([Mg]Cl)(C)C.[CH3:6][O:7][C:8]1[CH:23]=[C:22]([O:24][CH3:25])[CH:21]=[CH:20][C:9]=1[CH2:10][N:11]1[C:15](=[O:16])[CH2:14][CH:13]([C:17]([O-:19])=O)[CH2:12]1.[CH3:26][O:27][NH:28][CH3:29].O.